From a dataset of Peptide-MHC class I binding affinity with 185,985 pairs from IEDB/IMGT. Regression. Given a peptide amino acid sequence and an MHC pseudo amino acid sequence, predict their binding affinity value. This is MHC class I binding data. (1) The peptide sequence is SLKRFTHTTA. The MHC is HLA-A02:02 with pseudo-sequence HLA-A02:02. The binding affinity (normalized) is 0.373. (2) The peptide sequence is FGGKWKDAI. The MHC is Mamu-B3901 with pseudo-sequence Mamu-B3901. The binding affinity (normalized) is 0.352. (3) The peptide sequence is FVAAALHNV. The MHC is HLA-A30:01 with pseudo-sequence HLA-A30:01. The binding affinity (normalized) is 0.194. (4) The peptide sequence is KRLLLKLDF. The MHC is HLA-B18:01 with pseudo-sequence HLA-B18:01. The binding affinity (normalized) is 0.0847. (5) The peptide sequence is RLRQDTEDI. The MHC is HLA-A02:02 with pseudo-sequence HLA-A02:02. The binding affinity (normalized) is 0.497. (6) The peptide sequence is ASLPYGANK. The MHC is HLA-A31:01 with pseudo-sequence HLA-A31:01. The binding affinity (normalized) is 0.423. (7) The peptide sequence is ATEDPSSGY. The MHC is HLA-B27:03 with pseudo-sequence HLA-B27:03. The binding affinity (normalized) is 0.0847.